This data is from Full USPTO retrosynthesis dataset with 1.9M reactions from patents (1976-2016). The task is: Predict the reactants needed to synthesize the given product. (1) Given the product [Cl:1][C:2]1[C:7]([F:8])=[CH:6][C:5]([I:11])=[C:4]([O:9][CH3:10])[CH:3]=1, predict the reactants needed to synthesize it. The reactants are: [Cl:1][C:2]1[CH:3]=[C:4]([O:9][CH3:10])[CH:5]=[CH:6][C:7]=1[F:8].[I:11]I. (2) Given the product [CH3:8][O:7][C:1](=[O:6])[CH:2]=[C:3]([NH:10][CH3:9])[CH3:5], predict the reactants needed to synthesize it. The reactants are: [C:1]([O:7][CH3:8])(=[O:6])[CH2:2][C:3]([CH3:5])=O.[CH3:9][NH2:10]. (3) Given the product [CH3:22][N:19]1[CH2:20][CH2:21][N:16]([CH2:15][CH2:14][CH2:13][NH:12][CH:2]2[CH2:3][CH2:4][C:5]3[C:10](=[CH:9][CH:8]=[CH:7][CH:6]=3)[CH2:1]2)[CH2:17][CH2:18]1, predict the reactants needed to synthesize it. The reactants are: [CH2:1]1[C:10]2[C:5](=[CH:6][CH:7]=[CH:8][CH:9]=2)[CH2:4][CH2:3][C:2]1=O.[NH2:12][CH2:13][CH2:14][CH2:15][N:16]1[CH2:21][CH2:20][N:19]([CH3:22])[CH2:18][CH2:17]1.[BH4-].[Na+]. (4) Given the product [CH3:17][C:16]1[C:7]([CH:33]=[CH2:34])=[C:8]([C:18]2[C:27]3[C:22]4=[C:23]([CH2:28][CH2:29][O:30][C:21]4=[CH:20][CH:19]=2)[CH:24]=[CH:25][N:26]=3)[C:9]2[C:14]([CH:15]=1)=[CH:13][CH:12]=[CH:11][CH:10]=2, predict the reactants needed to synthesize it. The reactants are: FC(F)(F)S(O[C:7]1[C:16]([CH3:17])=[CH:15][C:14]2[C:9](=[CH:10][CH:11]=[CH:12][CH:13]=2)[C:8]=1[C:18]1[C:27]2[C:22]3=[C:23]([CH2:28][CH2:29][O:30][C:21]3=[CH:20][CH:19]=1)[CH:24]=[CH:25][N:26]=2)(=O)=O.[CH2:33]([Sn](CCCC)(CCCC)C=C)[CH2:34]CC.[Li+].[Cl-]. (5) Given the product [NH2:1][CH2:4][CH2:5][N:6]1[C:10]2[CH:11]=[CH:12][C:13]([C:15]([N:17]3[CH:18]4[CH2:24][CH2:23][CH:22]3[CH2:21][CH:20]([OH:25])[CH2:19]4)=[O:16])=[CH:14][C:9]=2[N:8]=[CH:7]1, predict the reactants needed to synthesize it. The reactants are: [N:1]([CH2:4][CH2:5][N:6]1[C:10]2[CH:11]=[CH:12][C:13]([C:15]([N:17]3[CH:22]4[CH2:23][CH2:24][CH:18]3[CH2:19][CH:20]([OH:25])[CH2:21]4)=[O:16])=[CH:14][C:9]=2[N:8]=[CH:7]1)=[N+]=[N-]. (6) Given the product [CH:1]1([CH2:7][N:8]([CH3:47])[C:9]([C:11]2[C:16]([CH2:17][N:18]([CH2:25][C:26]3[CH:31]=[C:30]([C:32]([F:33])([F:34])[F:35])[CH:29]=[C:28]([C:36]([F:39])([F:38])[F:37])[CH:27]=3)[C:19]3[N:20]=[N:21][N:22]([CH3:24])[N:23]=3)=[CH:15][C:14]([C:40]([F:41])([F:42])[F:43])=[CH:13][N:12]=2)=[O:10])[CH2:6][CH2:5][CH2:4][CH2:3][CH2:2]1, predict the reactants needed to synthesize it. The reactants are: [CH:1]1([CH2:7][NH:8][C:9]([C:11]2[C:16]([CH2:17][N:18]([CH2:25][C:26]3[CH:31]=[C:30]([C:32]([F:35])([F:34])[F:33])[CH:29]=[C:28]([C:36]([F:39])([F:38])[F:37])[CH:27]=3)[C:19]3[N:20]=[N:21][N:22]([CH3:24])[N:23]=3)=[CH:15][C:14]([C:40]([F:43])([F:42])[F:41])=[CH:13][N:12]=2)=[O:10])[CH2:6][CH2:5][CH2:4][CH2:3][CH2:2]1.[H-].[Na+].I[CH3:47].O. (7) Given the product [Br:32][C:14]1[CH:15]=[C:16]2[C:11](=[CH:12][C:13]=1[C:20]#[N:21])[NH:10][C:9]1[C:8]([CH3:22])([CH3:23])[C:7]3[CH:24]=[C:3]([O:2][CH3:1])[CH:4]=[CH:5][C:6]=3[C:18](=[O:19])[C:17]2=1, predict the reactants needed to synthesize it. The reactants are: [CH3:1][O:2][C:3]1[CH:4]=[CH:5][C:6]2[C:18](=[O:19])[C:17]3[C:16]4[C:11](=[CH:12][C:13]([C:20]#[N:21])=[CH:14][CH:15]=4)[NH:10][C:9]=3[C:8]([CH3:23])([CH3:22])[C:7]=2[CH:24]=1.C1C(=O)N([Br:32])C(=O)C1.O.